Task: Predict the reaction yield, written as a fraction of the theoretical maximum amount of product (1.0 means a 100% yield; for example, 0.34 means a 34% yield).. Dataset: Reaction yield outcomes from USPTO patents with 853,638 reactions The reactants are [CH2:1]([O:3][C:4]1[CH:12]=[C:11]2[C:7]([CH:8]=[CH:9][NH:10]2)=[CH:6][CH:5]=1)[CH3:2].[C:13]([O:17][C:18](O[C:18]([O:17][C:13]([CH3:16])([CH3:15])[CH3:14])=[O:19])=[O:19])([CH3:16])([CH3:15])[CH3:14]. The catalyst is CC#N.CN(C1C=CN=CC=1)C. The product is [C:13]([O:17][C:18]([N:10]1[C:11]2[C:7](=[CH:6][CH:5]=[C:4]([O:3][CH2:1][CH3:2])[CH:12]=2)[CH:8]=[CH:9]1)=[O:19])([CH3:16])([CH3:15])[CH3:14]. The yield is 0.950.